This data is from Reaction yield outcomes from USPTO patents with 853,638 reactions. The task is: Predict the reaction yield, written as a fraction of the theoretical maximum amount of product (1.0 means a 100% yield; for example, 0.34 means a 34% yield). (1) The reactants are O(CCSCC1C=CC(C2C=CC=C(C(O)=O)C=2)=CC=1)C1C=CC=CC=1.C([O:29][C:30]([C:32]1[CH:33]=[C:34]([C:38]2[CH:43]=[CH:42][CH:41]=[C:40]([CH2:44][S:45][CH2:46][CH2:47][O:48][C:49]3[CH:54]=[CH:53][CH:52]=[CH:51][CH:50]=3)[CH:39]=2)[CH:35]=[CH:36][CH:37]=1)=[O:31])C.[OH-].[Li+]. The catalyst is C1COCC1. The product is [O:48]([CH2:47][CH2:46][S:45][CH2:44][C:40]1[CH:39]=[C:38]([C:34]2[CH:35]=[CH:36][CH:37]=[C:32]([C:30]([OH:31])=[O:29])[CH:33]=2)[CH:43]=[CH:42][CH:41]=1)[C:49]1[CH:50]=[CH:51][CH:52]=[CH:53][CH:54]=1. The yield is 0.980. (2) The reactants are [CH:1]([O:4][C:5]1[CH:6]=[C:7]([CH:17]=[C:18]([O:20][C:21]2[CH:26]=[CH:25][CH:24]=[CH:23][CH:22]=2)[CH:19]=1)[C:8]([NH:10][C:11]1[S:12][C:13](Br)=[CH:14][N:15]=1)=[O:9])([CH3:3])[CH3:2].[CH3:27][O:28][C:29](=[O:33])[CH2:30][CH2:31][SH:32]. No catalyst specified. The product is [CH3:27][O:28][C:29](=[O:33])[CH2:30][CH2:31][S:32][C:13]1[S:12][C:11]([NH:10][C:8](=[O:9])[C:7]2[CH:17]=[C:18]([O:20][C:21]3[CH:26]=[CH:25][CH:24]=[CH:23][CH:22]=3)[CH:19]=[C:5]([O:4][CH:1]([CH3:3])[CH3:2])[CH:6]=2)=[N:15][CH:14]=1. The yield is 0.0700. (3) The reactants are [C:1]([C:5]1[CH:32]=[C:8]2[N:9]=[C:10]([CH3:31])[C:11]([CH:23]([CH2:28][CH2:29][CH3:30])[C:24]([O:26]C)=[O:25])=[C:12]([C:13]3[CH:14]=[C:15]4[C:19](=[CH:20][CH:21]=3)[N:18]([CH3:22])[CH2:17][CH2:16]4)[N:7]2[N:6]=1)([CH3:4])([CH3:3])[CH3:2].[OH-].[Na+]. The yield is 0.170. The product is [C:1]([C:5]1[CH:32]=[C:8]2[N:9]=[C:10]([CH3:31])[C:11]([CH:23]([CH2:28][CH2:29][CH3:30])[C:24]([OH:26])=[O:25])=[C:12]([C:13]3[CH:14]=[C:15]4[C:19](=[CH:20][CH:21]=3)[N:18]([CH3:22])[CH2:17][CH2:16]4)[N:7]2[N:6]=1)([CH3:3])([CH3:4])[CH3:2]. The catalyst is CO. (4) The reactants are [CH3:1][O:2][C:3]1[CH:4]=[C:5]2[C:9](=[CH:10][C:11]=1[O:12][CH3:13])[CH2:8][N:7]([C:14]1[C:15]([CH3:34])=[C:16]([CH3:33])[C:17]3[O:21][C:20]([CH3:23])([CH3:22])[CH:19]([C:24]4[CH:29]=[CH:28][C:27]([CH3:30])=[CH:26][CH:25]=4)[C:18]=3[C:31]=1[CH3:32])[CH2:6]2.[ClH:35]. The catalyst is C(OCC)(=O)C. The product is [ClH:35].[CH3:1][O:2][C:3]1[CH:4]=[C:5]2[C:9](=[CH:10][C:11]=1[O:12][CH3:13])[CH2:8][N:7]([C:14]1[C:15]([CH3:34])=[C:16]([CH3:33])[C:17]3[O:21][C:20]([CH3:23])([CH3:22])[CH:19]([C:24]4[CH:25]=[CH:26][C:27]([CH3:30])=[CH:28][CH:29]=4)[C:18]=3[C:31]=1[CH3:32])[CH2:6]2. The yield is 0.870. (5) The reactants are [CH2:1]([O:8][C:9]1[CH:14]=[CH:13][N:12]([C:15]2[CH:16]=[CH:17][C:18]3[C:19]4[CH2:28][NH:27][CH2:26][CH2:25][C:20]=4[N:21]([CH3:24])[C:22]=3[CH:23]=2)[C:11](=[O:29])[CH:10]=1)[C:2]1[CH:7]=[CH:6][CH:5]=[CH:4][CH:3]=1.[Cl:30][CH2:31][C:32](Cl)=[O:33]. The yield is 0.970. The catalyst is C(Cl)Cl.C([O-])(O)=O.[Na+]. The product is [CH2:1]([O:8][C:9]1[CH:14]=[CH:13][N:12]([C:15]2[CH:16]=[CH:17][C:18]3[C:19]4[CH2:28][N:27]([C:32](=[O:33])[CH2:31][Cl:30])[CH2:26][CH2:25][C:20]=4[N:21]([CH3:24])[C:22]=3[CH:23]=2)[C:11](=[O:29])[CH:10]=1)[C:2]1[CH:3]=[CH:4][CH:5]=[CH:6][CH:7]=1.